Dataset: Reaction yield outcomes from USPTO patents with 853,638 reactions. Task: Predict the reaction yield, written as a fraction of the theoretical maximum amount of product (1.0 means a 100% yield; for example, 0.34 means a 34% yield). (1) The reactants are [NH2:1][C:2]1[N:7]=[CH:6][N:5]=[C:4]2[N:8]([C@@H:12]3[CH2:17][CH2:16][CH2:15][N:14]([C:18]([O:20][C:21]([CH3:24])([CH3:23])[CH3:22])=[O:19])[CH2:13]3)[N:9]=[C:10](I)[C:3]=12.[F:25][C:26]1[C:47]([F:48])=[CH:46][CH:45]=[CH:44][C:27]=1[O:28][C:29]1[CH:34]=[CH:33][C:32](B2OC(C)(C)C(C)(C)O2)=[CH:31][CH:30]=1.C(=O)([O-])[O-].[Na+].[Na+]. The catalyst is O1CCOCC1.O.C1C=CC([P]([Pd]([P](C2C=CC=CC=2)(C2C=CC=CC=2)C2C=CC=CC=2)([P](C2C=CC=CC=2)(C2C=CC=CC=2)C2C=CC=CC=2)[P](C2C=CC=CC=2)(C2C=CC=CC=2)C2C=CC=CC=2)(C2C=CC=CC=2)C2C=CC=CC=2)=CC=1. The product is [NH2:1][C:2]1[N:7]=[CH:6][N:5]=[C:4]2[N:8]([C@@H:12]3[CH2:17][CH2:16][CH2:15][N:14]([C:18]([O:20][C:21]([CH3:24])([CH3:23])[CH3:22])=[O:19])[CH2:13]3)[N:9]=[C:10]([C:32]3[CH:31]=[CH:30][C:29]([O:28][C:27]4[CH:44]=[CH:45][CH:46]=[C:47]([F:48])[C:26]=4[F:25])=[CH:34][CH:33]=3)[C:3]=12. The yield is 0.820. (2) The reactants are Br[C:2]1[CH:3]=[CH:4][C:5]([C:8]2[S:9][C:10]3[CH:16]=[CH:15][CH:14]=[CH:13][C:11]=3[N:12]=2)=[N:6][CH:7]=1.[B:17]1([B:17]2[O:21][C:20]([CH3:23])([CH3:22])[C:19]([CH3:25])([CH3:24])[O:18]2)[O:21][C:20]([CH3:23])([CH3:22])[C:19]([CH3:25])([CH3:24])[O:18]1.C([O-])(=O)C.[K+]. The catalyst is C1C=CC(P(C2C=CC=CC=2)[C-]2C=CC=C2)=CC=1.C1C=CC(P(C2C=CC=CC=2)[C-]2C=CC=C2)=CC=1.Cl[Pd]Cl.[Fe+2].O1CCOCC1. The product is [CH3:24][C:19]1([CH3:25])[C:20]([CH3:23])([CH3:22])[O:21][B:17]([C:2]2[CH:3]=[CH:4][C:5]([C:8]3[S:9][C:10]4[CH:16]=[CH:15][CH:14]=[CH:13][C:11]=4[N:12]=3)=[N:6][CH:7]=2)[O:18]1. The yield is 0.680. (3) The reactants are Cl[C:2]1[N:7]=[C:6]2[CH:8]=[CH:9][N:10]([CH2:11][C@@H:12]3[CH2:16][CH2:15][N:14]([C:17]([O:19][C:20]([CH3:23])([CH3:22])[CH3:21])=[O:18])[CH2:13]3)[C:5]2=[CH:4][C:3]=1[C:24]1[CH:29]=[CH:28][C:27]([C:30]#[N:31])=[CH:26][CH:25]=1.C(=O)([O-])[O-].[Na+].[Na+].[CH3:38][C:39]1[CH:44]=[CH:43][C:42](B(O)O)=[CH:41][CH:40]=1. The catalyst is O1CCOCC1.C1C=CC(P(C2C=CC=CC=2)[C-]2C=CC=C2)=CC=1.C1C=CC(P(C2C=CC=CC=2)[C-]2C=CC=C2)=CC=1.Cl[Pd]Cl.[Fe+2]. The product is [C:30]([C:27]1[CH:28]=[CH:29][C:24]([C:3]2[CH:4]=[C:5]3[N:10]([CH2:11][C@@H:12]4[CH2:16][CH2:15][N:14]([C:17]([O:19][C:20]([CH3:23])([CH3:21])[CH3:22])=[O:18])[CH2:13]4)[CH:9]=[CH:8][C:6]3=[N:7][C:2]=2[C:42]2[CH:43]=[CH:44][C:39]([CH3:38])=[CH:40][CH:41]=2)=[CH:25][CH:26]=1)#[N:31]. The yield is 0.790. (4) The reactants are [CH2:1]([CH:3]1[CH2:7][CH:6]([O:8][CH2:9][C:10]2[CH:15]=[CH:14][C:13]([O:16][CH3:17])=[CH:12][CH:11]=2)[CH2:5][CH:4]1[C:18]1[N:22]2[C:23]3[CH:29]=[CH:28][NH:27][C:24]=3[N:25]=[CH:26][C:21]2=[N:20][N:19]=1)[CH3:2].CN(C(ON1N=NC2C=CC=NC1=2)=[N+](C)C)C.F[P-](F)(F)(F)(F)F.CCN(C(C)C)C(C)C.[OH-].[Na+].[H-].[Na+].[CH3:67][Si:68]([CH2:71][CH2:72][O:73][CH2:74]Cl)([CH3:70])[CH3:69]. The catalyst is O1CCOCC1. The product is [CH2:1]([CH:3]1[CH2:7][CH:6]([O:8][CH2:9][C:10]2[CH:15]=[CH:14][C:13]([O:16][CH3:17])=[CH:12][CH:11]=2)[CH2:5][CH:4]1[C:18]1[N:22]2[C:23]3[CH:29]=[CH:28][N:27]([CH2:74][O:73][CH2:72][CH2:71][Si:68]([CH3:70])([CH3:69])[CH3:67])[C:24]=3[N:25]=[CH:26][C:21]2=[N:20][N:19]=1)[CH3:2]. The yield is 0.860. (5) The reactants are [CH3:1][S:2]([NH:5][C:6]1[N:11]=[CH:10][C:9]([C:12]([OH:14])=[O:13])=[CH:8][N:7]=1)(=[O:4])=[O:3].[Cl:15][C:16]1[CH:17]=[N+:18]([O-:45])[CH:19]=[C:20]([Cl:44])[C:21]=1[CH2:22][C@@H:23]([C:29]1[CH:34]=[CH:33][C:32]([O:35][CH:36]([F:38])[F:37])=[C:31]([O:39][CH2:40][CH:41]2[CH2:43][CH2:42]2)[CH:30]=1)[O:24][C:25](=[O:28])[CH2:26]O.C(Cl)CCl. The catalyst is C(Cl)Cl.CN(C1C=CN=CC=1)C. The product is [Cl:44][C:20]1[CH:19]=[N+:18]([O-:45])[CH:17]=[C:16]([Cl:15])[C:21]=1[CH2:22][C@@H:23]([C:29]1[CH:34]=[CH:33][C:32]([O:35][CH:36]([F:38])[F:37])=[C:31]([O:39][CH2:40][CH:41]2[CH2:43][CH2:42]2)[CH:30]=1)[O:24][C:25](=[O:28])[CH2:26][O:13][C:12]([C:9]1[CH:8]=[N:7][C:6]([NH:5][S:2]([CH3:1])(=[O:3])=[O:4])=[N:11][CH:10]=1)=[O:14]. The yield is 0.456. (6) The reactants are N[C:2]1[CH:7]=[CH:6][C:5]([C:8]([OH:17])([C:13]([F:16])([F:15])[F:14])[C:9]([F:12])([F:11])[F:10])=[CH:4][CH:3]=1.N([O-])=O.[Na+].[BrH:22]. The catalyst is O.[Cu]Br. The product is [Br:22][C:2]1[CH:7]=[CH:6][C:5]([C:8]([OH:17])([C:13]([F:16])([F:15])[F:14])[C:9]([F:12])([F:11])[F:10])=[CH:4][CH:3]=1. The yield is 0.570. (7) The reactants are Cl[C:2]1[N:7]=[CH:6][C:5]([C:8]([NH:10][C:11]2[CH:16]=[C:15]([NH:17][C:18]([C:20]3[CH:25]=[CH:24][N:23]=[C:22]([N:26]4[CH2:31][CH2:30][O:29][CH2:28][CH2:27]4)[CH:21]=3)=[O:19])[CH:14]=[CH:13][C:12]=2[Cl:32])=[O:9])=[CH:4][CH:3]=1.[CH3:33][N:34]([CH3:40])[CH2:35][CH2:36][CH2:37][NH:38][CH3:39]. No catalyst specified. The product is [Cl:32][C:12]1[CH:13]=[CH:14][C:15]([NH:17][C:18]([C:20]2[CH:25]=[CH:24][N:23]=[C:22]([N:26]3[CH2:27][CH2:28][O:29][CH2:30][CH2:31]3)[CH:21]=2)=[O:19])=[CH:16][C:11]=1[NH:10][C:8]([C:5]1[CH:6]=[N:7][C:2]([N:38]([CH2:37][CH2:36][CH2:35][N:34]([CH3:40])[CH3:33])[CH3:39])=[CH:3][CH:4]=1)=[O:9]. The yield is 0.730. (8) The reactants are [C:1]([C:5]1[CH:6]=[C:7]2[C:12](=[C:13]([F:15])[CH:14]=1)[C:11](=[O:16])[N:10]([C:17]1[CH:27]=[CH:26][CH:25]=[C:24]([C:28]3[CH:29]=[C:30]([NH:37][C:38]4[CH:43]=[CH:42][C:41]([C:44]([N:46]5[CH2:51][CH2:50][O:49][CH2:48][CH2:47]5)=[O:45])=[CH:40][CH:39]=4)[C:31]4[N:32]([CH:34]=[CH:35][N:36]=4)[CH:33]=3)[C:18]=1[CH2:19][O:20]C(=O)C)[N:9]=[CH:8]2)([CH3:4])([CH3:3])[CH3:2].C([O-])([O-])=O.[K+].[K+].O. The catalyst is CO. The product is [C:1]([C:5]1[CH:6]=[C:7]2[C:12](=[C:13]([F:15])[CH:14]=1)[C:11](=[O:16])[N:10]([C:17]1[CH:27]=[CH:26][CH:25]=[C:24]([C:28]3[CH:29]=[C:30]([NH:37][C:38]4[CH:39]=[CH:40][C:41]([C:44]([N:46]5[CH2:47][CH2:48][O:49][CH2:50][CH2:51]5)=[O:45])=[CH:42][CH:43]=4)[C:31]4[N:32]([CH:34]=[CH:35][N:36]=4)[CH:33]=3)[C:18]=1[CH2:19][OH:20])[N:9]=[CH:8]2)([CH3:4])([CH3:2])[CH3:3]. The yield is 0.160. (9) The reactants are Br[C:2]1[CH:7]=[CH:6][C:5]([O:8][CH:9]2[CH2:11][CH2:10]2)=[CH:4][CH:3]=1.C([Li])CCC.CCCCCC.[C:23](=[O:25])=[O:24]. The catalyst is O1CCCC1. The product is [CH:9]1([O:8][C:5]2[CH:6]=[CH:7][C:2]([C:23]([OH:25])=[O:24])=[CH:3][CH:4]=2)[CH2:11][CH2:10]1. The yield is 0.470. (10) The reactants are [CH3:1][C:2]1([CH3:10])[O:7][C:6](=[O:8])[CH2:5][C:4](=[O:9])[O:3]1.[CH3:11][C:12]([CH3:14])=O.N1CCCCC1. The catalyst is C(O)(=O)C. The product is [C:12](=[C:5]1[C:6](=[O:8])[O:7][C:2]([CH3:10])([CH3:1])[O:3][C:4]1=[O:9])([CH3:14])[CH3:11]. The yield is 0.828.